Dataset: Catalyst prediction with 721,799 reactions and 888 catalyst types from USPTO. Task: Predict which catalyst facilitates the given reaction. (1) Reactant: [C:1]1([N:7]=[C:8]=[O:9])[CH:6]=[CH:5][CH:4]=[CH:3][CH:2]=1.[NH:10]1[CH2:15][CH2:14][NH:13][CH2:12][CH:11]1[CH2:16][CH2:17][C:18]([O:20][C:21]([CH3:24])([CH3:23])[CH3:22])=[O:19]. Product: [NH:7]([C:8]([N:13]1[CH2:14][CH2:15][NH:10][CH:11]([CH2:16][CH2:17][C:18]([O:20][C:21]([CH3:24])([CH3:23])[CH3:22])=[O:19])[CH2:12]1)=[O:9])[C:1]1[CH:6]=[CH:5][CH:4]=[CH:3][CH:2]=1. The catalyst class is: 10. (2) Reactant: [CH2:1]1[O:9][C:4]([CH2:7][CH3:8])([CH2:5]Br)[O:3][CH2:2]1.[I-:10].[Na+].C(=O)([O-])[O-].[Na+].[Na+]. Product: [CH2:1]1[O:9][C:4]([CH2:7][CH2:8][I:10])([CH3:5])[O:3][CH2:2]1. The catalyst class is: 21. (3) Reactant: C([O:3][C:4]([C:6]1[CH:7]=[N:8][N:9]([CH:15]2[CH2:20][CH2:19][CH2:18][CH2:17][CH2:16]2)[C:10]=1[C:11]([F:14])([F:13])[F:12])=[O:5])C.O.[OH-].[Li+]. Product: [CH:15]1([N:9]2[C:10]([C:11]([F:12])([F:13])[F:14])=[C:6]([C:4]([OH:5])=[O:3])[CH:7]=[N:8]2)[CH2:16][CH2:17][CH2:18][CH2:19][CH2:20]1. The catalyst class is: 5. (4) Reactant: [C:1]([C:5]1[CH:14]=[C:13]2[C:8]([C:9]([C:17]3[CH:22]=[CH:21][CH:20]=[C:19]([NH:23][C:24](=[O:27])[CH2:25]Br)[CH:18]=3)=[N:10][C:11]([S:15][CH3:16])=[N:12]2)=[C:7]([NH2:28])[C:6]=1[C:29]([NH2:31])=[O:30])([CH3:4])([CH3:3])[CH3:2].[NH:32]1[CH2:37][CH2:36][O:35][CH2:34][CH2:33]1.O.Cl. Product: [C:1]([C:5]1[CH:14]=[C:13]2[C:8]([C:9]([C:17]3[CH:22]=[CH:21][CH:20]=[C:19]([NH:23][C:24](=[O:27])[CH2:25][N:32]4[CH2:37][CH2:36][O:35][CH2:34][CH2:33]4)[CH:18]=3)=[N:10][C:11]([S:15][CH3:16])=[N:12]2)=[C:7]([NH2:28])[C:6]=1[C:29]([NH2:31])=[O:30])([CH3:4])([CH3:3])[CH3:2]. The catalyst class is: 291. (5) Reactant: I[C:2]1[CH:3]=[CH:4][N:5]2[C:10]=1[C:9](=[O:11])[N:8]([C:12]1[CH:17]=[CH:16][CH:15]=[CH:14][CH:13]=1)[C:7]([C@@H:18]([NH:20][C:21](=[O:27])[O:22][C:23]([CH3:26])([CH3:25])[CH3:24])[CH3:19])=[N:6]2.[F:28][C:29]1[CH:30]=[C:31]([SH:37])[CH:32]=[CH:33][C:34]=1[O:35][CH3:36].C(=O)([O-])[O-].[K+].[K+]. Product: [F:28][C:29]1[CH:30]=[C:31]([S:37][C:2]2[CH:3]=[CH:4][N:5]3[C:10]=2[C:9](=[O:11])[N:8]([C:12]2[CH:17]=[CH:16][CH:15]=[CH:14][CH:13]=2)[C:7]([C@@H:18]([NH:20][C:21](=[O:27])[O:22][C:23]([CH3:26])([CH3:25])[CH3:24])[CH3:19])=[N:6]3)[CH:32]=[CH:33][C:34]=1[O:35][CH3:36]. The catalyst class is: 205. (6) Reactant: C[O:2][C:3]([C:5]1[S:6][C:7]([NH:10][C:11]([C@H:13]2[C@H:17]([C:18]3[CH:23]=[CH:22][CH:21]=[C:20]([Cl:24])[C:19]=3[F:25])[C@:16]([C:28]3[CH:33]=[CH:32][C:31]([Cl:34])=[CH:30][C:29]=3[F:35])([C:26]#[N:27])[C@H:15]([CH2:36][C:37]([CH3:40])([CH3:39])[CH3:38])[NH:14]2)=[O:12])=[CH:8][CH:9]=1)=[O:4].[Li+].[OH-].Cl. Product: [Cl:24][C:20]1[C:19]([F:25])=[C:18]([C@@H:17]2[C@:16]([C:28]3[CH:33]=[CH:32][C:31]([Cl:34])=[CH:30][C:29]=3[F:35])([C:26]#[N:27])[C@H:15]([CH2:36][C:37]([CH3:40])([CH3:39])[CH3:38])[NH:14][C@H:13]2[C:11]([NH:10][C:7]2[S:6][C:5]([C:3]([OH:4])=[O:2])=[CH:9][CH:8]=2)=[O:12])[CH:23]=[CH:22][CH:21]=1. The catalyst class is: 7. (7) Reactant: [NH2:1][C:2]1[CH:7]=[CH:6][C:5]([C@@H:8]2[O:13][CH2:12][CH2:11][N:10]([C:14]([O:16][C:17]([CH3:20])([CH3:19])[CH3:18])=[O:15])[CH2:9]2)=[CH:4][CH:3]=1.[F:21][C:22]([F:39])([F:38])[O:23][C:24]1[CH:29]=[CH:28][C:27]([N:30]2[CH:34]=[C:33]([C:35](O)=[O:36])[CH:32]=[N:31]2)=[CH:26][CH:25]=1.CN(C(ON1N=NC2C=CC=CC1=2)=[N+](C)C)C.F[P-](F)(F)(F)(F)F.CN1CCOCC1. Product: [F:39][C:22]([F:21])([F:38])[O:23][C:24]1[CH:29]=[CH:28][C:27]([N:30]2[CH:34]=[C:33]([C:35]([NH:1][C:2]3[CH:7]=[CH:6][C:5]([C@@H:8]4[O:13][CH2:12][CH2:11][N:10]([C:14]([O:16][C:17]([CH3:20])([CH3:19])[CH3:18])=[O:15])[CH2:9]4)=[CH:4][CH:3]=3)=[O:36])[CH:32]=[N:31]2)=[CH:26][CH:25]=1. The catalyst class is: 136. (8) Reactant: [H-].[Na+].[OH:3][C:4]1[CH:9]=[CH:8][C:7]([CH2:10][CH2:11][CH2:12][CH2:13][N:14]2[C:18](=[O:19])[C:17]3=[CH:20][CH:21]=[CH:22][CH:23]=[C:16]3[C:15]2=[O:24])=[CH:6][CH:5]=1.[CH3:25][N:26]([CH3:30])[C:27](Cl)=[S:28].CO. Product: [CH3:25][N:26]([CH3:30])[C:27]([O:3][C:4]1[CH:5]=[CH:6][C:7]([CH2:10][CH2:11][CH2:12][CH2:13][N:14]2[C:18](=[O:19])[C:17]3=[CH:20][CH:21]=[CH:22][CH:23]=[C:16]3[C:15]2=[O:24])=[CH:8][CH:9]=1)=[S:28]. The catalyst class is: 3. (9) Reactant: [Cl:1][C:2]1[CH:3]=[CH:4][CH:5]=[C:6]2[C:14]=1[NH:13][C:12]1[CH2:11][CH2:10][CH:9]([C:15]([OH:17])=[O:16])[CH2:8][C:7]2=1.C(=O)([O-])[O-].[Cs+].[Cs+].[CH2:24](Br)[C:25]1[CH:30]=[CH:29][CH:28]=[CH:27][CH:26]=1. Product: [CH2:24]([O:16][C:15]([CH:9]1[CH2:8][C:7]2[C:6]3[C:14](=[C:2]([Cl:1])[CH:3]=[CH:4][CH:5]=3)[NH:13][C:12]=2[CH2:11][CH2:10]1)=[O:17])[C:25]1[CH:30]=[CH:29][CH:28]=[CH:27][CH:26]=1. The catalyst class is: 40. (10) Reactant: [CH3:1][O:2][C:3]1[C:8]([O:9][CH3:10])=[CH:7][N:6]=[C:5]([NH2:11])[N:4]=1.CCN(C(C)C)C(C)C.[Cl:21][CH2:22][C:23](Cl)=[O:24]. Product: [Cl:21][CH2:22][C:23]([NH:11][C:5]1[N:4]=[C:3]([O:2][CH3:1])[C:8]([O:9][CH3:10])=[CH:7][N:6]=1)=[O:24]. The catalyst class is: 2.